From a dataset of Forward reaction prediction with 1.9M reactions from USPTO patents (1976-2016). Predict the product of the given reaction. (1) The product is: [OH2:3].[C@@H:1]1([C:12]2[CH:17]=[CH:16][C:15]([CH3:18])=[C:14]([CH2:19][C:20]3[S:21][C:22]([C:25]4[CH:26]=[CH:27][C:28]([F:31])=[CH:29][CH:30]=4)=[CH:23][CH:24]=3)[CH:13]=2)[O:9][C@H:8]([CH2:10][OH:11])[C@@H:6]([OH:7])[C@H:4]([OH:5])[C@H:2]1[OH:3].[C@@H:1]1([C:12]2[CH:17]=[CH:16][C:15]([CH3:18])=[C:14]([CH2:19][C:20]3[S:21][C:22]([C:25]4[CH:26]=[CH:27][C:28]([F:31])=[CH:29][CH:30]=4)=[CH:23][CH:24]=3)[CH:13]=2)[O:9][C@H:8]([CH2:10][OH:11])[C@@H:6]([OH:7])[C@H:4]([OH:5])[C@H:2]1[OH:3]. Given the reactants [C@@H:1]1([C:12]2[CH:17]=[CH:16][C:15]([CH3:18])=[C:14]([CH2:19][C:20]3[S:21][C:22]([C:25]4[CH:30]=[CH:29][C:28]([F:31])=[CH:27][CH:26]=4)=[CH:23][CH:24]=3)[CH:13]=2)[O:9][C@H:8]([CH2:10][OH:11])[C@@H:6]([OH:7])[C@H:4]([OH:5])[C@H:2]1[OH:3].O, predict the reaction product. (2) The product is: [CH3:1][O:2][C:3]([C:5]1[C:6]([OH:23])=[C:7]2[C:12](=[C:13]([Br:24])[N:14]=1)[N:11]([CH3:15])[C:10](=[O:16])[C:9]([C:17]1[CH:22]=[CH:21][CH:20]=[CH:19][CH:18]=1)=[CH:8]2)=[O:4]. Given the reactants [CH3:1][O:2][C:3]([C:5]1[C:6]([OH:23])=[C:7]2[C:12](=[CH:13][N:14]=1)[N:11]([CH3:15])[C:10](=[O:16])[C:9]([C:17]1[CH:22]=[CH:21][CH:20]=[CH:19][CH:18]=1)=[CH:8]2)=[O:4].[Br:24]N1C(=O)CCC1=O, predict the reaction product. (3) Given the reactants [N:1]1[CH:6]=[CH:5][C:4]([C:7]2[N:8]=[C:9]([OH:16])[C:10]3[S:15][CH:14]=[CH:13][C:11]=3[N:12]=2)=[CH:3][CH:2]=1.C1C(=O)N([Cl:24])C(=O)C1, predict the reaction product. The product is: [Cl:24][C:13]1[C:11]2[N:12]=[C:7]([C:4]3[CH:3]=[CH:2][N:1]=[CH:6][CH:5]=3)[N:8]=[C:9]([OH:16])[C:10]=2[S:15][CH:14]=1. (4) Given the reactants [C:1]([Si:5]([O:8][C:9](=[CH:12][C:13]1[CH:18]=[CH:17][C:16]([F:19])=[CH:15][CH:14]=1)[CH:10]=[CH2:11])([CH3:7])[CH3:6])([CH3:4])([CH3:3])[CH3:2].C([Si](O/C(=C\C1C=CC(F)=CC=1)/C=C)(C)C)(C)(C)C.[C:39]([O:48][CH2:49][CH3:50])(=[O:47])/[CH:40]=[CH:41]/[C:42]([O:44][CH2:45][CH3:46])=[O:43], predict the reaction product. The product is: [Si:5]([O:8][C:9]1[CH:12]([C:13]2[CH:18]=[CH:17][C:16]([F:19])=[CH:15][CH:14]=2)[CH:40]([C:39]([O:48][CH2:49][CH3:50])=[O:47])[CH:41]([C:42]([O:44][CH2:45][CH3:46])=[O:43])[CH2:11][CH:10]=1)([C:1]([CH3:2])([CH3:3])[CH3:4])([CH3:7])[CH3:6]. (5) Given the reactants [F:1][C:2]1[CH:7]=[CH:6][CH:5]=[C:4]([O:8]C)[C:3]=1[C:10]1[C:18]2[C:17]([NH:19][C@H:20]([C:22]3[N:27]([C:28]4[CH:33]=[CH:32][CH:31]=[CH:30][CH:29]=4)[C:26](=[O:34])[C:25]4=[C:35]([CH3:38])[CH:36]=[CH:37][N:24]4[N:23]=3)[CH3:21])=[N:16][CH:15]=[N:14][C:13]=2[N:12](COCC[Si](C)(C)C)[CH:11]=1.B(Br)(Br)Br.N, predict the reaction product. The product is: [F:1][C:2]1[CH:7]=[CH:6][CH:5]=[C:4]([OH:8])[C:3]=1[C:10]1[C:18]2[C:17]([NH:19][C@H:20]([C:22]3[N:27]([C:28]4[CH:33]=[CH:32][CH:31]=[CH:30][CH:29]=4)[C:26](=[O:34])[C:25]4=[C:35]([CH3:38])[CH:36]=[CH:37][N:24]4[N:23]=3)[CH3:21])=[N:16][CH:15]=[N:14][C:13]=2[NH:12][CH:11]=1. (6) Given the reactants [Cl:1][C:2]1[CH:3]=[CH:4][C:5]([S:10][CH:11]([CH3:13])[CH3:12])=[C:6]([CH2:8][NH2:9])[CH:7]=1.N[C:15]1C=CC(OC(F)(F)F)=CC=1C(NCC1C=C(Cl)C=CC=1SCC)=O.[NH2:40][C:41]1[C:49]([Cl:50])=[CH:48][C:47]([C:51]([F:54])([F:53])[F:52])=[CH:46][C:42]=1[C:43](O)=[O:44], predict the reaction product. The product is: [Cl:50][C:49]1[CH:48]=[C:47]([C:51]([F:54])([F:53])[F:52])[CH:46]=[C:42]2[C:41]=1[N:40]=[CH:15][N:9]([CH2:8][C:6]1[CH:7]=[C:2]([Cl:1])[CH:3]=[CH:4][C:5]=1[S:10][CH:11]([CH3:13])[CH3:12])[C:43]2=[O:44]. (7) Given the reactants C(OC([N:8]1[CH2:13][C@H:12]([CH2:14][N:15]2[CH2:20][CH2:19][O:18][CH2:17][C@H:16]2[CH3:21])[N:11]([CH2:22][C:23]([N:25]2[C:33]3[C:28](=[N:29][CH:30]=[C:31]([CH2:34][C:35]4[CH:40]=[CH:39][C:38]([F:41])=[CH:37][CH:36]=4)[CH:32]=3)[C:27]([CH3:43])([CH3:42])[CH2:26]2)=[O:24])[CH2:10][C@H:9]1[CH3:44])=O)(C)(C)C.Cl, predict the reaction product. The product is: [F:41][C:38]1[CH:39]=[CH:40][C:35]([CH2:34][C:31]2[CH:32]=[C:33]3[N:25]([C:23](=[O:24])[CH2:22][N:11]4[CH2:10][C@@H:9]([CH3:44])[NH:8][CH2:13][C@@H:12]4[CH2:14][N:15]4[CH2:20][CH2:19][O:18][CH2:17][C@H:16]4[CH3:21])[CH2:26][C:27]([CH3:43])([CH3:42])[C:28]3=[N:29][CH:30]=2)=[CH:36][CH:37]=1.